Dataset: Forward reaction prediction with 1.9M reactions from USPTO patents (1976-2016). Task: Predict the product of the given reaction. (1) Given the reactants [CH3:1][O:2][CH2:3][C:4]1[CH2:25][S:24][C@@H:7]2[C@H:8]([NH:11][C:12](/[C:14](/[C:18]3[N:22]=[C:21]([NH2:23])[S:20][CH:19]=3)=[N:15]\[O:16][CH3:17])=[O:13])[C:9](=[O:10])[N:6]2[C:5]=1[C:26]([OH:28])=[O:27].N12[CH2:39][CH2:38][CH2:37]N=C1CCCCC2.[C:40](=[O:46])([O-:45])[O:41][CH:42](C)[CH3:43], predict the reaction product. The product is: [CH3:39][CH:38]([O:46][C:40]([O:41][CH:42]([O:27][C:26]([C:5]1[N:6]2[C:9]([C@@H:8]([NH:11][C:12](/[C:14](/[C:18]3[N:22]=[C:21]([NH2:23])[S:20][CH:19]=3)=[N:15]\[O:16][CH3:17])=[O:13])[C@H:7]2[S:24][CH2:25][C:4]=1[CH2:3][O:2][CH3:1])=[O:10])=[O:28])[CH3:43])=[O:45])[CH3:37]. (2) Given the reactants [H-].[Na+].[NH:3]1[CH:7]=[CH:6][C:5](/[CH:8]=[CH:9]/[C:10]([NH:12][O:13][CH:14]2[CH2:19][CH2:18][CH2:17][CH2:16][O:15]2)=[O:11])=[CH:4]1.[CH3:20][N:21]1[CH2:25][CH:24]([S:26](Cl)(=[O:28])=[O:27])[CH2:23][NH:22]1, predict the reaction product. The product is: [CH3:20][N:21]1[CH:25]=[C:24]([S:26]([N:3]2[CH:7]=[CH:6][C:5](/[CH:8]=[CH:9]/[C:10]([NH:12][O:13][CH:14]3[CH2:19][CH2:18][CH2:17][CH2:16][O:15]3)=[O:11])=[CH:4]2)(=[O:28])=[O:27])[CH:23]=[N:22]1.